The task is: Regression. Given two drug SMILES strings and cell line genomic features, predict the synergy score measuring deviation from expected non-interaction effect.. This data is from NCI-60 drug combinations with 297,098 pairs across 59 cell lines. (1) Cell line: UO-31. Synergy scores: CSS=26.8, Synergy_ZIP=-7.95, Synergy_Bliss=-1.70, Synergy_Loewe=-29.1, Synergy_HSA=-2.15. Drug 1: C1CC(=O)NC(=O)C1N2CC3=C(C2=O)C=CC=C3N. Drug 2: C1=NC2=C(N=C(N=C2N1C3C(C(C(O3)CO)O)F)Cl)N. (2) Drug 2: CC1=C(N=C(N=C1N)C(CC(=O)N)NCC(C(=O)N)N)C(=O)NC(C(C2=CN=CN2)OC3C(C(C(C(O3)CO)O)O)OC4C(C(C(C(O4)CO)O)OC(=O)N)O)C(=O)NC(C)C(C(C)C(=O)NC(C(C)O)C(=O)NCCC5=NC(=CS5)C6=NC(=CS6)C(=O)NCCC[S+](C)C)O. Cell line: NCI/ADR-RES. Drug 1: CC12CCC(CC1=CCC3C2CCC4(C3CC=C4C5=CN=CC=C5)C)O. Synergy scores: CSS=15.5, Synergy_ZIP=-11.0, Synergy_Bliss=-8.96, Synergy_Loewe=-12.6, Synergy_HSA=-6.50.